Dataset: Drug-target binding data from BindingDB using IC50 measurements. Task: Regression. Given a target protein amino acid sequence and a drug SMILES string, predict the binding affinity score between them. We predict pIC50 (pIC50 = -log10(IC50 in M); higher means more potent). Dataset: bindingdb_ic50. (1) The compound is N#Cc1ccc(-n2nc3c(c2O)SCC3)cc1. The target protein (P61431) has sequence MINKDIYQALQQLIPNEKIKVDEPLKRYTYTKTGGNADFYITPTKNEEVQAVVKYAYQNEIPVTYLGNGSNIIIREGGIRGIVISLLSLDHIEVSDDAIIAGSGAAIIDVSRVARDYALTGLEFACGIPGSIGGAVYMNAGAYGGEVKDCIDYALCVNEQGSLIKLTTKELELDYRNSIIQKEHLVVLEAAFTLAPGKMTEIQAKMDDLTERRESKQPLEYPSCGSVFQRPPGHFAGKLIQDSNLQGHRIGGVEVSTKHAGFMVNVDNGTATDYENLIHYVQKTVKEKFGIELNREVRIIGEHPKES. The pIC50 is 4.0. (2) The compound is COCC(=O)CCCCCNCCCN. The target protein (Q48935) has sequence MRVIFSEDHKLRNAKTELYGGELVPPFEAPFRAEWILAAVKEAGFDDVVAPARHGLETVLKVHDAGYLNFLETAWDRWKAAGYKGEAIATSFPVRRTSPRIPTDIEGQIGYYCNAAETAISPGTWEAALSSMASAIDGADLIAAGHKAAFSLCRPPGHHAGIDMFGGYCFINNAAVAAQRLLDKGAKKIAILDVDFHHGNGTQDIFYERGDVFFASLHGDPAEAFPHFLGYAEETGKGAGAGTTANYPMGRGTPYSVWGEALTDSLKRIAAFGAEAIVVSLGVDTFEQDPISFFKLTSPDYITMGRTIAASGVPLLVVMEGGYGVPEIGLNVANVLKGVAG. The pIC50 is 3.4. (3) The small molecule is N#Cc1cccn1CCC(NS(=O)(=O)c1cc(Cl)c(N)c(Cl)c1)C(=O)N1CCCC1. The target protein (P46092) has sequence MGTEATEQVSWGHYSGDEEDAYSAEPLPELCYKADVQAFSRAFQPSVSLTVAALGLAGNGLVLATHLAARRAARSPTSAHLLQLALADLLLALTLPFAAAGALQGWSLGSATCRTISGLYSASFHAGFLFLACISADRYVAIARALPAGPRPSTPGRAHLVSVIVWLLSLLLALPALLFSQDGQREGQRRCRLIFPEGLTQTVKGASAVAQVALGFALPLGVMVACYALLGRTLLAARGPERRRALRVVVALVAAFVVLQLPYSLALLLDTADLLAARERSCPASKRKDVALLVTSGLALARCGLNPVLYAFLGLRFRQDLRRLLRGGSCPSGPQPRRGCPRRPRLSSCSAPTETHSLSWDN. The pIC50 is 5.0. (4) The drug is COc1cc2c(Nc3ccc(Br)c(Cl)c3F)ncnc2cc1OC[C@@H]1C[C@@H]2CN(C(C)=O)C[C@@H]2C1. The target protein (P54760) has sequence MELRVLLCWASLAAALEETLLNTKLETADLKWVTFPQVDGQWEELSGLDEEQHSVRTYEVCDVQRAPGQAHWLRTGWVPRRGAVHVYATLRFTMLECLSLPRAGRSCKETFTVFYYESDADTATALTPAWMENPYIKVDTVAAEHLTRKRPGAEATGKVNVKTLRLGPLSKAGFYLAFQDQGACMALLSLHLFYKKCAQLTVNLTRFPETVPRELVVPVAGSCVVDAVPAPGPSPSLYCREDGQWAEQPVTGCSCAPGFEAAEGNTKCRACAQGTFKPLSGEGSCQPCPANSHSNTIGSAVCQCRVGYFRARTDPRGAPCTTPPSAPRSVVSRLNGSSLHLEWSAPLESGGREDLTYALRCRECRPGGSCAPCGGDLTFDPGPRDLVEPWVVVRGLRPDFTYTFEVTALNGVSSLATGPVPFEPVNVTTDREVPPAVSDIRVTRSSPSSLSLAWAVPRAPSGAVLDYEVKYHEKGAEGPSSVRFLKTSENRAELRGLKRG.... The pIC50 is 6.3. (5) The small molecule is OC[C@@H]1CNC[C@@H](O)[C@@H](O)[C@@H]1O. The target protein (Q2KHZ8) has sequence MELSSPSREEYPMPRGRVGIMAASLMGLLLLHTVSWVSGARPCSPKSFGYSSVVCVCNGTYCDSLDPLTLPDPGTFSRFESTRSGRRMELSLGTIQANRTGTGLLLTLQPDQKFQKVKGFGGAMTDAAALNILALSPAARNLLLKSYFSEEGIEYNIIRVPMASCDFSIRTYTYDDSPDDFQLLNFSLPEEDVKLKIPLIHQALELANRSVSLFASPWTSPTWLKTNGAVNGKGTLKGQAGDLYHKTWARYFVKFLDAYAEHKLRFWAVTAENEPTAGLLTGYPFQCLGFTPEHQRDFIARDLGPILANSTHRDVRLLMLDDQRLLLPRWAQVVLADPEAAKYVHGIAVHWYLDFLAPAKATLGETHRLFPNTMLFASEACVGSKFWEQSVRLGSWDRGMRYSHSIITNLLYHVVGWTDWNLALNPEGGPNWVRNFVDSPIIVDIAKDTFYKQPMFYHLGHFSKFIPEGSQRVGLVASKKSDLDTVALLRPDGSAVAVVL.... The pIC50 is 3.4. (6) The small molecule is Cc1nc(N=Nc2cc(S(=O)(=O)O)ccc2S(=O)(=O)O)c(CP(=O)(O)O)c(C=O)c1O. The target protein (P49653) has sequence MVRRLARGCWSAFWDYETPKVIVVRNRRLGFVHRMVQLLILLYFVWYVFIVQKSYQDSETGPESSIITKVKGITMSEDKVWDVEEYVKPPEGGSVVSIITRIEVTPSQTLGTCPESMRVHSSTCHSDDDCIAGQLDMQGNGIRTGHCVPYYHGDSKTCEVSAWCPVEDGTSDNHFLGKMAPNFTILIKNSIHYPKFKFSKGNIASQKSDYLKHCTFDQDSDPYCPIFRLGFIVEKAGENFTELAHKGGVIGVIINWNCDLDLSESECNPKYSFRRLDPKYDPASSGYNFRFAKYYKINGTTTTRTLIKAYGIRIDVIVHGQAGKFSLIPTIINLATALTSIGVGSFLCDWILLTFMNKNKLYSHKKFDKVRTPKHPSSRWPVTLALVLGQIPPPPSHYSQDQPPSPPSGEGPTLGEGAELPLAVQSPRPCSISALTEQVVDTLGQHMGQRPPVPEPSQQDSTSTDPKGLAQL. The pIC50 is 6.5. (7) The small molecule is O=C1Nc2ccc(C(=O)NCc3ccc(Cl)cc3)cc2C1=NNc1cccc(C(=O)O)c1. The target protein sequence is AFVYLRQPYYATRVNAADIENRVLELNKKQESEDTAKAGFWEEFESLQKQEVKNLHQRLEGQRPENKGKNRYKNILPFDHSRVILQGRDSNIPGSDYINANYIKNQLLGPDENAKTYIASQGCLEATVNDFWQMAWQENSRVIVMTTREVEKGRNKCVPYWPEVGMQRAYGPYSVTNCGEHDTTEYKLRTLQVSPLDNGDLIREIWHYQYLSWPDHGVPSEPGGVLSFLDQINQRQESLPHAGPIIVHCSAGIGRTGTIIVIDMLMENISTKGLDCDIDIQKTIQMVRAQRSGMVQTEAQYKFIYVAIAQFIETTKKKLEVLQSQKGQESEYGNITYPPAMKNAHAKASRTSSKHKEDVYENLHTKNKREEKVKKQRSADKEKSKGSLKRK. The pIC50 is 4.7.